This data is from TCR-epitope binding with 47,182 pairs between 192 epitopes and 23,139 TCRs. The task is: Binary Classification. Given a T-cell receptor sequence (or CDR3 region) and an epitope sequence, predict whether binding occurs between them. Result: 0 (the TCR does not bind to the epitope). The TCR CDR3 sequence is CASSSTGTRYNEQFF. The epitope is YIFFASFYY.